Dataset: Full USPTO retrosynthesis dataset with 1.9M reactions from patents (1976-2016). Task: Predict the reactants needed to synthesize the given product. (1) Given the product [CH3:34][C:30]1([CH3:35])[CH2:29][CH2:28][C:27]([CH3:36])([CH3:37])[C:26]2[CH:25]=[C:24]([C:22]3[N:23]=[C:19]([N:16]4[CH2:17][CH2:18][CH:13]([NH:12][C@@H:11]5[CH2:10][CH2:9][CH2:8][C@@H:6]([OH:7])[C@H:5]5[OH:4])[CH2:14][CH2:15]4)[S:20][CH:21]=3)[CH:33]=[CH:32][C:31]1=2, predict the reactants needed to synthesize it. The reactants are: Cl.CC1(C)[O:7][C@@H:6]2[CH2:8][CH2:9][CH2:10][C@@H:11]([NH:12][CH:13]3[CH2:18][CH2:17][N:16]([C:19]4[S:20][CH:21]=[C:22]([C:24]5[CH:33]=[CH:32][C:31]6[C:30]([CH3:35])([CH3:34])[CH2:29][CH2:28][C:27]([CH3:37])([CH3:36])[C:26]=6[CH:25]=5)[N:23]=4)[CH2:15][CH2:14]3)[C@@H:5]2[O:4]1. (2) Given the product [Cl:24][CH2:25][C:26]([N:3]([CH2:1][CH3:2])[C:4]1[CH:9]=[C:8]([O:10][CH3:11])[CH:7]=[CH:6][C:5]=1[CH:12]1[CH2:21][CH2:20][C:19]2[C:14](=[CH:15][CH:16]=[C:17]([O:22][CH3:23])[CH:18]=2)[CH2:13]1)=[O:27], predict the reactants needed to synthesize it. The reactants are: [CH2:1]([NH:3][C:4]1[CH:9]=[C:8]([O:10][CH3:11])[CH:7]=[CH:6][C:5]=1[CH:12]1[CH2:21][CH2:20][C:19]2[C:14](=[CH:15][CH:16]=[C:17]([O:22][CH3:23])[CH:18]=2)[CH2:13]1)[CH3:2].[Cl:24][CH2:25][C:26](Cl)=[O:27]. (3) Given the product [ClH:3].[NH2:6][CH2:7][C:8]([F:13])([F:12])[C:9]([O:11][CH2:14][CH3:15])=[O:10], predict the reactants needed to synthesize it. The reactants are: S(Cl)([Cl:3])=O.Cl.[NH2:6][CH2:7][C:8]([F:13])([F:12])[C:9]([OH:11])=[O:10].[CH2:14](O)[CH3:15]. (4) The reactants are: [CH2:1]([O:8][C:9]([C@H:11]1[N:16]([C:17]([O:19][CH2:20][C:21]2[CH:26]=[CH:25][CH:24]=[CH:23][CH:22]=2)=[O:18])[CH2:15][C@H:14]2[C@@H:12]1[O:13]2)=[O:10])[C:2]1[CH:7]=[CH:6][CH:5]=[CH:4][CH:3]=1.[CH2:27]([OH:30])[CH:28]=[CH2:29]. Given the product [CH2:27]([O:30][C@@H:14]1[CH2:15][N:16]([C:17]([O:19][CH2:20][C:21]2[CH:26]=[CH:25][CH:24]=[CH:23][CH:22]=2)=[O:18])[C@H:11]([C:9]([O:8][CH2:1][C:2]2[CH:7]=[CH:6][CH:5]=[CH:4][CH:3]=2)=[O:10])[C@H:12]1[OH:13])[CH:28]=[CH2:29], predict the reactants needed to synthesize it. (5) Given the product [CH:6]1([O:5][C:12]2[CH:13]=[C:14]([CH3:41])[C:15]([C:19]3[CH:24]=[CH:23][CH:22]=[C:21]([CH2:25][O:26][C:27]4[CH:40]=[CH:39][C:30]5[C@H:31]([CH2:34][C:35]([O:37][CH3:38])=[O:36])[CH2:32][O:33][C:29]=5[CH:28]=4)[CH:20]=3)=[C:16]([CH3:18])[CH:17]=2)[CH2:10][CH2:9][CH2:8][CH2:7]1, predict the reactants needed to synthesize it. The reactants are: CS([O:5][CH:6]1[CH2:10][CH2:9][CH2:8][CH2:7]1)(=O)=O.O[C:12]1[CH:17]=[C:16]([CH3:18])[C:15]([C:19]2[CH:24]=[CH:23][CH:22]=[C:21]([CH2:25][O:26][C:27]3[CH:40]=[CH:39][C:30]4[C@H:31]([CH2:34][C:35]([O:37][CH3:38])=[O:36])[CH2:32][O:33][C:29]=4[CH:28]=3)[CH:20]=2)=[C:14]([CH3:41])[CH:13]=1.C(=O)([O-])[O-].[Cs+].[Cs+].O.